Task: Regression. Given two drug SMILES strings and cell line genomic features, predict the synergy score measuring deviation from expected non-interaction effect.. Dataset: NCI-60 drug combinations with 297,098 pairs across 59 cell lines (1) Cell line: CAKI-1. Synergy scores: CSS=58.0, Synergy_ZIP=-0.311, Synergy_Bliss=-0.543, Synergy_Loewe=-4.41, Synergy_HSA=4.92. Drug 2: CC1=C2C(C(=O)C3(C(CC4C(C3C(C(C2(C)C)(CC1OC(=O)C(C(C5=CC=CC=C5)NC(=O)C6=CC=CC=C6)O)O)OC(=O)C7=CC=CC=C7)(CO4)OC(=O)C)O)C)OC(=O)C. Drug 1: COC1=CC(=CC(=C1O)OC)C2C3C(COC3=O)C(C4=CC5=C(C=C24)OCO5)OC6C(C(C7C(O6)COC(O7)C8=CC=CS8)O)O. (2) Drug 1: CS(=O)(=O)C1=CC(=C(C=C1)C(=O)NC2=CC(=C(C=C2)Cl)C3=CC=CC=N3)Cl. Cell line: U251. Drug 2: CC1C(C(CC(O1)OC2CC(OC(C2O)C)OC3=CC4=CC5=C(C(=O)C(C(C5)C(C(=O)C(C(C)O)O)OC)OC6CC(C(C(O6)C)O)OC7CC(C(C(O7)C)O)OC8CC(C(C(O8)C)O)(C)O)C(=C4C(=C3C)O)O)O)O. Synergy scores: CSS=12.6, Synergy_ZIP=28.7, Synergy_Bliss=29.4, Synergy_Loewe=30.2, Synergy_HSA=30.0. (3) Drug 2: CCC1(C2=C(COC1=O)C(=O)N3CC4=CC5=C(C=CC(=C5CN(C)C)O)N=C4C3=C2)O.Cl. Cell line: MCF7. Drug 1: C1=NC2=C(N=C(N=C2N1C3C(C(C(O3)CO)O)O)F)N. Synergy scores: CSS=3.79, Synergy_ZIP=-1.73, Synergy_Bliss=-1.000, Synergy_Loewe=-26.3, Synergy_HSA=-8.70. (4) Drug 1: CCC1(CC2CC(C3=C(CCN(C2)C1)C4=CC=CC=C4N3)(C5=C(C=C6C(=C5)C78CCN9C7C(C=CC9)(C(C(C8N6C=O)(C(=O)OC)O)OC(=O)C)CC)OC)C(=O)OC)O.OS(=O)(=O)O. Drug 2: CC1C(C(CC(O1)OC2CC(OC(C2O)C)OC3=CC4=CC5=C(C(=O)C(C(C5)C(C(=O)C(C(C)O)O)OC)OC6CC(C(C(O6)C)O)OC7CC(C(C(O7)C)O)OC8CC(C(C(O8)C)O)(C)O)C(=C4C(=C3C)O)O)O)O. Cell line: SK-OV-3. Synergy scores: CSS=14.8, Synergy_ZIP=-1.53, Synergy_Bliss=-2.75, Synergy_Loewe=-1.81, Synergy_HSA=-1.67.